From a dataset of Forward reaction prediction with 1.9M reactions from USPTO patents (1976-2016). Predict the product of the given reaction. (1) The product is: [Br:11][CH:6]1[CH2:7][CH2:8][C:9]2[NH:1][N:2]=[CH:3][C:4]=2[C:5]1=[O:10]. Given the reactants [NH:1]1[C:9]2[CH2:8][CH2:7][CH2:6][C:5](=[O:10])[C:4]=2[CH:3]=[N:2]1.[Br-:11].[Li+], predict the reaction product. (2) Given the reactants F[C:2]1[C:3]([C:9]#[N:10])=[N:4][CH:5]=[C:6]([F:8])[CH:7]=1.O.[NH2:12][NH2:13], predict the reaction product. The product is: [F:8][C:6]1[CH:7]=[C:2]2[NH:13][N:12]=[C:9]([NH2:10])[C:3]2=[N:4][CH:5]=1. (3) Given the reactants [CH2:1]([O:8][C:9]1[CH:13]=[CH:12][S:11][C:10]=1[C:14]([O:16]C)=[O:15])[C:2]1[CH:7]=[CH:6][CH:5]=[CH:4][CH:3]=1.[OH-].[Na+], predict the reaction product. The product is: [CH2:1]([O:8][C:9]1[CH:13]=[CH:12][S:11][C:10]=1[C:14]([OH:16])=[O:15])[C:2]1[CH:7]=[CH:6][CH:5]=[CH:4][CH:3]=1. (4) Given the reactants [CH3:1][C@H:2]([NH:7][C:8]([C:10]1[C:18]2[C:13](=[N:14][CH:15]=[C:16]([C:19]3[S:23][C:22]([C:24]([OH:26])=O)=[CH:21][CH:20]=3)[N:17]=2)[N:12]([CH2:27][O:28][CH2:29][CH2:30][Si:31]([CH3:34])([CH3:33])[CH3:32])[CH:11]=1)=[O:9])[C:3]([CH3:6])([CH3:5])[CH3:4].F[B-](F)(F)F.N1(OC(N(C)C)=[N+](C)C)C2C=CC=CC=2N=N1.C(N(CC)C(C)C)(C)C.Cl.[O:67]1[CH2:72][CH2:71][CH:70]([NH2:73])[CH2:69][CH2:68]1.Cl, predict the reaction product. The product is: [CH3:1][C@H:2]([NH:7][C:8]([C:10]1[C:18]2[C:13](=[N:14][CH:15]=[C:16]([C:19]3[S:23][C:22]([C:24](=[O:26])[NH:73][CH:70]4[CH2:71][CH2:72][O:67][CH2:68][CH2:69]4)=[CH:21][CH:20]=3)[N:17]=2)[N:12]([CH2:27][O:28][CH2:29][CH2:30][Si:31]([CH3:32])([CH3:33])[CH3:34])[CH:11]=1)=[O:9])[C:3]([CH3:4])([CH3:5])[CH3:6]. (5) Given the reactants C([N:8]1[CH2:13][CH2:12][N:11]([CH2:14][CH2:15][C:16]2[CH:21]=[CH:20][N:19]=[C:18]([C:22]#[N:23])[CH:17]=2)[CH2:10][CH2:9]1)(OC(C)(C)C)=O.Cl.[OH-].[NH4+], predict the reaction product. The product is: [C:22]([C:18]1[CH:17]=[C:16]([CH2:15][CH2:14][N:11]2[CH2:10][CH2:9][NH:8][CH2:13][CH2:12]2)[CH:21]=[CH:20][N:19]=1)#[N:23]. (6) The product is: [CH2:15]([N:1]1[CH2:5][CH2:4][C@H:3]([NH:6][C:7](=[O:13])[O:8][C:9]([CH3:10])([CH3:12])[CH3:11])[CH2:2]1)[CH3:16]. Given the reactants [NH:1]1[CH2:5][CH2:4][C@H:3]([NH:6][C:7](=[O:13])[O:8][C:9]([CH3:12])([CH3:11])[CH3:10])[CH2:2]1.I[CH2:15][CH3:16].C(=O)([O-])[O-].[K+].[K+], predict the reaction product. (7) Given the reactants [F:1][CH2:2][CH2:3][O:4][C:5]1[CH:10]=[CH:9][C:8]([C:11](=O)[CH3:12])=[CH:7][CH:6]=1.[NH2:14][C:15]1[S:16]/[C:17](=[CH:21]\[C:22]2[CH:27]=[C:26]([O:28][CH3:29])[C:25]([OH:30])=[C:24]([Cl:31])[CH:23]=2)/[C:18](=[O:20])[N:19]=1, predict the reaction product. The product is: [Cl:31][C:24]1[CH:23]=[C:22](/[CH:21]=[C:17]2/[C:18](=[O:20])[N:19]3[CH:12]=[C:11]([C:8]4[CH:9]=[CH:10][C:5]([O:4][CH2:3][CH2:2][F:1])=[CH:6][CH:7]=4)[N:14]=[C:15]3[S:16]/2)[CH:27]=[C:26]([O:28][CH3:29])[C:25]=1[OH:30].